Dataset: TCR-epitope binding with 47,182 pairs between 192 epitopes and 23,139 TCRs. Task: Binary Classification. Given a T-cell receptor sequence (or CDR3 region) and an epitope sequence, predict whether binding occurs between them. (1) The epitope is SEETGTLIV. The TCR CDR3 sequence is CASSYSADSYEQYF. Result: 0 (the TCR does not bind to the epitope). (2) Result: 1 (the TCR binds to the epitope). The TCR CDR3 sequence is CASSDFRDRGHNEKLFF. The epitope is MLNIPSINV. (3) The epitope is IVDTVSALV. The TCR CDR3 sequence is CASSLWGAGDTQYF. Result: 0 (the TCR does not bind to the epitope). (4) The epitope is YLNTLTLAV. Result: 1 (the TCR binds to the epitope). The TCR CDR3 sequence is CASSLGAGNTIYF. (5) The epitope is GLCTLVAML. The TCR CDR3 sequence is CASSPGPGETQYF. Result: 1 (the TCR binds to the epitope).